From a dataset of Forward reaction prediction with 1.9M reactions from USPTO patents (1976-2016). Predict the product of the given reaction. (1) The product is: [C:34]([CH2:33][O:27][C:22]1[CH:23]=[CH:24][CH:25]=[CH:26][C:21]=1[C:17]1[CH:16]=[C:15]([F:28])[C:14]([CH:10]([O:11][CH2:12][CH3:13])[C:9]([NH:8][CH2:7][C:6]2[CH:5]=[CH:4][C:3]([C:1](=[NH:2])[NH:44][OH:45])=[CH:31][CH:30]=2)=[O:29])=[C:19]([F:20])[CH:18]=1)(=[O:35])[NH2:36]. Given the reactants [C:1]([C:3]1[CH:31]=[CH:30][C:6]([CH2:7][NH:8][C:9](=[O:29])[CH:10]([C:14]2[C:19]([F:20])=[CH:18][C:17]([C:21]3[CH:26]=[CH:25][CH:24]=[CH:23][C:22]=3[OH:27])=[CH:16][C:15]=2[F:28])[O:11][CH2:12][CH3:13])=[CH:5][CH:4]=1)#[N:2].I[CH2:33][C:34]([NH2:36])=[O:35].C(=O)([O-])[O-].[Cs+].[Cs+].Cl.[NH2:44][OH:45], predict the reaction product. (2) Given the reactants C(OC([NH:8][S:9]([CH:12]1[NH:17][CH2:16][C:15]2[S:18][C:19]([C:21]([N:23]3[CH2:28][CH2:27][N:26]([S:29]([C:32]4[NH:33][C:34]5[C:39]([CH:40]=4)=[CH:38][C:37]([Cl:41])=[CH:36][CH:35]=5)(=[O:31])=[O:30])[CH2:25][CH:24]3[CH2:42][C:43]([N:45]3[CH2:50][CH2:49][O:48][CH2:47][CH2:46]3)=[O:44])=[O:22])=[N:20][C:14]=2[CH2:13]1)(=[O:11])=[O:10])=O)(C)(C)C.FC(F)(F)C(O)=O.C(OCC)C, predict the reaction product. The product is: [NH2:8][S:9]([CH:12]1[NH:17][CH2:16][C:15]2[S:18][C:19]([C:21]([N:23]3[CH2:28][CH2:27][N:26]([S:29]([C:32]4[NH:33][C:34]5[C:39]([CH:40]=4)=[CH:38][C:37]([Cl:41])=[CH:36][CH:35]=5)(=[O:31])=[O:30])[CH2:25][CH:24]3[CH2:42][C:43]([N:45]3[CH2:46][CH2:47][O:48][CH2:49][CH2:50]3)=[O:44])=[O:22])=[N:20][C:14]=2[CH2:13]1)(=[O:10])=[O:11]. (3) Given the reactants [CH3:1][O:2][C:3](=[O:17])[C:4]([O:7][C:8]1[CH:13]=[C:12]([Cl:14])[C:11]([OH:15])=[CH:10][C:9]=1[Cl:16])([CH3:6])[CH3:5].[F:18][C:19]([F:38])([F:37])[O:20][C:21]1[CH:26]=[CH:25][C:24]([C:27]#[C:28][CH2:29][CH2:30][CH2:31]OS(C)(=O)=O)=[CH:23][CH:22]=1, predict the reaction product. The product is: [CH3:1][O:2][C:3](=[O:17])[C:4]([O:7][C:8]1[CH:13]=[C:12]([Cl:14])[C:11]([O:15][CH2:31][CH2:30][CH2:29][C:28]#[C:27][C:24]2[CH:25]=[CH:26][C:21]([O:20][C:19]([F:18])([F:37])[F:38])=[CH:22][CH:23]=2)=[CH:10][C:9]=1[Cl:16])([CH3:6])[CH3:5]. (4) Given the reactants O=P(Cl)(Cl)Cl.[Br:6][C:7]1[CH:8]=[C:9]([C:20]([O:22][CH3:23])=[O:21])[C:10]2[CH:11]=[CH:12][N:13]([CH:16]([CH2:18][CH3:19])[CH3:17])[C:14]=2[CH:15]=1.NCC1[C:27](=[O:36])NC(C)=CC=1CCC.[OH-].[Na+], predict the reaction product. The product is: [Br:6][C:7]1[CH:8]=[C:9]([C:20]([O:22][CH3:23])=[O:21])[C:10]2[C:11]([CH:27]=[O:36])=[CH:12][N:13]([CH:16]([CH2:18][CH3:19])[CH3:17])[C:14]=2[CH:15]=1. (5) The product is: [C:40]([C:10]1[N:9]=[C:8]([NH:7][CH2:6][C:5]2[CH:35]=[CH:36][C:37]([O:38][CH3:39])=[C:3]([O:2][CH3:1])[CH:4]=2)[N:13]2[N:14]=[C:15]([C:17]3[O:18][CH:19]=[CH:20][CH:21]=3)[N:16]=[C:12]2[CH:11]=1)(=[O:47])[C:41]1[CH:46]=[CH:45][CH:44]=[CH:43][CH:42]=1. Given the reactants [CH3:1][O:2][C:3]1[CH:4]=[C:5]([CH:35]=[CH:36][C:37]=1[O:38][CH3:39])[CH2:6][NH:7][C:8]1[N:13]2[N:14]=[C:15]([C:17]3[O:18][CH:19]=[CH:20][CH:21]=3)[N:16]=[C:12]2[CH:11]=[C:10]([Sn](CCCC)(CCCC)CCCC)[N:9]=1.[C:40](Cl)(=[O:47])[C:41]1[CH:46]=[CH:45][CH:44]=[CH:43][CH:42]=1.C(=O)(O)[O-].[Na+].CCCCCC, predict the reaction product. (6) The product is: [C:1]([O:5][C:6]([N:8]1[CH2:9][C@@H:10]([CH2:27][N:28]([CH:45]([CH3:47])[CH3:46])[C:29](=[O:44])[C:30]2[CH:35]=[CH:34][C:33]([O:36][CH3:37])=[C:32]([O:38][CH2:39][CH2:40][CH2:41][O:42][CH3:43])[CH:31]=2)[C@H:11]([NH:13][S:14]([CH2:17][C:18]2[CH:23]=[CH:22][CH:21]=[C:20]([NH2:24])[CH:19]=2)(=[O:15])=[O:16])[CH2:12]1)=[O:7])([CH3:3])([CH3:4])[CH3:2]. Given the reactants [C:1]([O:5][C:6]([N:8]1[CH2:12][C@@H:11]([NH:13][S:14]([CH2:17][C:18]2[CH:23]=[CH:22][CH:21]=[C:20]([N+:24]([O-])=O)[CH:19]=2)(=[O:16])=[O:15])[C@H:10]([CH2:27][N:28]([CH:45]([CH3:47])[CH3:46])[C:29](=[O:44])[C:30]2[CH:35]=[CH:34][C:33]([O:36][CH3:37])=[C:32]([O:38][CH2:39][CH2:40][CH2:41][O:42][CH3:43])[CH:31]=2)[CH2:9]1)=[O:7])([CH3:4])([CH3:3])[CH3:2], predict the reaction product. (7) Given the reactants [N:1]([CH2:4][C:5]1[C:14]2[C:9](=[CH:10][CH:11]=[C:12]([C:15]3[CH:20]=[CH:19][CH:18]=[CH:17][C:16]=3[O:21][CH3:22])[CH:13]=2)[NH:8][C:7]([CH3:24])([CH3:23])[CH:6]=1)=[N+]=[N-].C1COCC1.C1C=CC(P(C2C=CC=CC=2)C2C=CC=CC=2)=CC=1.O, predict the reaction product. The product is: [NH2:1][CH2:4][C:5]1[C:14]2[C:9](=[CH:10][CH:11]=[C:12]([C:15]3[CH:20]=[CH:19][CH:18]=[CH:17][C:16]=3[O:21][CH3:22])[CH:13]=2)[NH:8][C:7]([CH3:24])([CH3:23])[CH:6]=1. (8) Given the reactants [O:1]=[C:2]1[CH:11]=[CH:10][C:9]2[C:4](=[CH:5][C:6]([C:12]3[CH2:17][CH2:16][N:15]([C:18]([O:20][C:21]([CH3:24])([CH3:23])[CH3:22])=[O:19])[CH2:14][CH:13]=3)=[CH:7][CH:8]=2)[O:3]1, predict the reaction product. The product is: [O:1]=[C:2]1[CH:11]=[CH:10][C:9]2[C:4](=[CH:5][C:6]([CH:12]3[CH2:13][CH2:14][N:15]([C:18]([O:20][C:21]([CH3:24])([CH3:23])[CH3:22])=[O:19])[CH2:16][CH2:17]3)=[CH:7][CH:8]=2)[O:3]1. (9) Given the reactants [C:1]1([S:7][C:8]2([CH2:12][C:13]([OH:15])=O)[CH2:11][CH2:10][CH2:9]2)[CH:6]=[CH:5][CH:4]=[CH:3][CH:2]=1.P(Cl)(Cl)(Cl)(Cl)Cl, predict the reaction product. The product is: [O:15]=[C:13]1[C:6]2[CH:5]=[CH:4][CH:3]=[CH:2][C:1]=2[S:7][C:8]2([CH2:9][CH2:10][CH2:11]2)[CH2:12]1.